This data is from Full USPTO retrosynthesis dataset with 1.9M reactions from patents (1976-2016). The task is: Predict the reactants needed to synthesize the given product. (1) Given the product [OH:21][C:19]1[C:14]2[C:13](=[CH:18][CH:17]=[CH:16][N:15]=2)[NH:12][C:10](=[O:11])[C:9]=1[C:4]1[CH:5]=[CH:6][CH:7]=[CH:8][C:3]=1[C:2]([F:1])([F:24])[F:23], predict the reactants needed to synthesize it. The reactants are: [F:1][C:2]([F:24])([F:23])[C:3]1[CH:8]=[CH:7][CH:6]=[CH:5][C:4]=1[CH2:9][C:10]([NH:12][C:13]1[C:14]([C:19]([O:21]C)=O)=[N:15][CH:16]=[CH:17][CH:18]=1)=[O:11]. (2) Given the product [NH2:7][CH:8]([CH2:9][C:10]1[CH:11]=[CH:12][C:13]([Cl:16])=[CH:14][CH:15]=1)[C:17]([NH:18][CH2:19][CH2:20][CH2:21][O:22][C:23]1[CH:28]=[CH:27][C:26]([Cl:29])=[CH:25][C:24]=1[NH:30][C:31]([NH:33][C:34]1[CH:39]=[CH:38][C:37]([C:40]#[N:41])=[CH:36][N:35]=1)=[O:32])=[O:42], predict the reactants needed to synthesize it. The reactants are: C(OC(=O)[NH:7][CH:8]([C:17](=[O:42])[NH:18][CH2:19][CH2:20][CH2:21][O:22][C:23]1[CH:28]=[CH:27][C:26]([Cl:29])=[CH:25][C:24]=1[NH:30][C:31]([NH:33][C:34]1[CH:39]=[CH:38][C:37]([C:40]#[N:41])=[CH:36][N:35]=1)=[O:32])[CH2:9][C:10]1[CH:15]=[CH:14][C:13]([Cl:16])=[CH:12][CH:11]=1)(C)(C)C.Cl.O1CCOCC1. (3) The reactants are: [CH2:1]([NH:8][CH2:9][CH2:10][CH2:11][C:12]([OH:14])=[O:13])[C:2]1[CH:7]=[CH:6][CH:5]=[CH:4][CH:3]=1.[Cl:15][C:16]1[C:34]([CH3:35])=[CH:33][C:19]2[N:20]=[C:21]3[C:26]([N:27]([CH2:28][CH:29]=O)[C:18]=2[CH:17]=1)=[N:25][C:24](=[O:31])[NH:23][C:22]3=[O:32]. Given the product [CH2:1]([N:8]([CH2:29][CH2:28][N:27]1[C:26]2[C:21]([C:22](=[O:32])[NH:23][C:24](=[O:31])[N:25]=2)=[N:20][C:19]2[CH:33]=[C:34]([CH3:35])[C:16]([Cl:15])=[CH:17][C:18]1=2)[CH2:9][CH2:10][CH2:11][C:12]([OH:14])=[O:13])[C:2]1[CH:7]=[CH:6][CH:5]=[CH:4][CH:3]=1, predict the reactants needed to synthesize it. (4) Given the product [ClH:33].[Cl:33][C:23]1[C:22]2[C:27](=[CH:28][C:19]([S:16]([N:9]([CH2:10][CH:11]3[CH2:15][CH2:14][CH2:13][CH2:12]3)[CH2:8][C:7]([OH:34])=[O:6])(=[O:17])=[O:18])=[CH:20][CH:21]=2)[C:26]([NH:29][C:30]([NH2:32])=[NH:31])=[N:25][CH:24]=1, predict the reactants needed to synthesize it. The reactants are: Cl.C([O:6][C:7](=[O:34])[CH2:8][N:9]([S:16]([C:19]1[CH:28]=[C:27]2[C:22]([C:23]([Cl:33])=[CH:24][N:25]=[C:26]2[NH:29][C:30]([NH2:32])=[NH:31])=[CH:21][CH:20]=1)(=[O:18])=[O:17])[CH2:10][CH:11]1[CH2:15][CH2:14][CH2:13][CH2:12]1)(C)(C)C. (5) The reactants are: [CH3:1][N:2]([CH3:17])[C:3](=[O:16])[C@@H:4]([NH:8]C(=O)OC(C)(C)C)[CH:5]([CH3:7])[CH3:6].[ClH:18].O1CCOCC1. Given the product [NH2:8][C@@H:4]([CH:5]([CH3:7])[CH3:6])[C:3]([N:2]([CH3:17])[CH3:1])=[O:16].[ClH:18], predict the reactants needed to synthesize it. (6) Given the product [Cl:1][C:2]1[CH:3]=[CH:4][C:5]([O:28][CH3:29])=[C:6]([C:8]2[C:12]([NH:13][C:14]([C:16]3[CH:17]=[N:18][N:19]4[CH:24]=[CH:23][CH:22]=[N:21][C:20]=34)=[O:15])=[CH:11][N:10]([CH2:25][CH2:26][NH:31][CH:32]3[CH2:36][CH2:35][O:34][CH2:33]3)[N:9]=2)[CH:7]=1, predict the reactants needed to synthesize it. The reactants are: [Cl:1][C:2]1[CH:3]=[CH:4][C:5]([O:28][CH3:29])=[C:6]([C:8]2[C:12]([NH:13][C:14]([C:16]3[CH:17]=[N:18][N:19]4[CH:24]=[CH:23][CH:22]=[N:21][C:20]=34)=[O:15])=[CH:11][N:10]([CH2:25][CH2:26]Cl)[N:9]=2)[CH:7]=1.Cl.[NH2:31][CH:32]1[CH2:36][CH2:35][O:34][CH2:33]1.C(N(CC)C(C)C)(C)C. (7) Given the product [CH:21]([N:20]1[C:16]([C:14]2[N:15]=[C:5]3[C:4]4[CH:3]=[C:2]([N:28]5[CH2:29][CH2:30][N:25]([CH3:24])[CH2:26][CH2:27]5)[N:12]=[CH:11][C:10]=4[O:9][CH2:8][CH2:7][N:6]3[CH:13]=2)=[N:17][CH:18]=[N:19]1)([CH3:23])[CH3:22], predict the reactants needed to synthesize it. The reactants are: Cl[C:2]1[N:12]=[CH:11][C:10]2[O:9][CH2:8][CH2:7][N:6]3[CH:13]=[C:14]([C:16]4[N:20]([CH:21]([CH3:23])[CH3:22])[N:19]=[CH:18][N:17]=4)[N:15]=[C:5]3[C:4]=2[CH:3]=1.[CH3:24][N:25]1[CH2:30][CH2:29][NH:28][CH2:27][CH2:26]1.C(N1CCN2CCN(CC(C)C)P1N(CC(C)C)CC2)C(C)C.CC(C)([O-])C.[Na+]. (8) Given the product [Br:1][C:2]1[CH:7]=[CH:6][C:5]([NH:8][C:9]2[C:14]([NH2:15])=[C:13]([F:18])[CH:12]=[C:11]([O:19][CH3:20])[C:10]=2[F:21])=[C:4]([F:22])[CH:3]=1, predict the reactants needed to synthesize it. The reactants are: [Br:1][C:2]1[CH:7]=[CH:6][C:5]([NH:8][C:9]2[C:14]([N+:15]([O-])=O)=[C:13]([F:18])[CH:12]=[C:11]([O:19][CH3:20])[C:10]=2[F:21])=[C:4]([F:22])[CH:3]=1.[O-]S(S([O-])=O)=O.[Na+].[Na+]. (9) Given the product [C:1]([Si:5]([CH3:12])([CH3:13])[O:6][CH2:7][CH2:8][C@@H:9]1[O:10][C:17](=[O:16])[NH:18][CH2:11]1)([CH3:2])([CH3:3])[CH3:4], predict the reactants needed to synthesize it. The reactants are: [C:1]([Si:5]([CH3:13])([CH3:12])[O:6][CH2:7][CH2:8][CH:9]1[CH2:11][O:10]1)([CH3:4])([CH3:3])[CH3:2].C([O:16][C:17](=O)[NH2:18])C.[N+](C1C=CC(C(O)=O)=CC=1)([O-])=O.[H-].[Na+].